From a dataset of hERG potassium channel inhibition data for cardiac toxicity prediction from Karim et al.. Regression/Classification. Given a drug SMILES string, predict its toxicity properties. Task type varies by dataset: regression for continuous values (e.g., LD50, hERG inhibition percentage) or binary classification for toxic/non-toxic outcomes (e.g., AMES mutagenicity, cardiotoxicity, hepatotoxicity). Dataset: herg_karim. (1) The molecule is O=C(NCC1(N2CCCC2)CCCC1)N1CCC(c2nc(-c3ccc4ccccc4n3)no2)CC1. The result is 1 (blocker). (2) The molecule is COC(=O)N(NC(=O)c1c(CN2CCN(C3CCOCC3)CC2)c(-c2ccccc2)nc2c(F)cccc12)c1ccccc1. The result is 1 (blocker).